From a dataset of Catalyst prediction with 721,799 reactions and 888 catalyst types from USPTO. Predict which catalyst facilitates the given reaction. (1) Reactant: [BH4-].[Na+].[C:3]([C:11]1[CH:16]=[CH:15][C:14]([NH:17][C:18]([C@H:20]2[O:24][N:23]=[C:22]([C:25]3[CH:26]=[N:27][CH:28]=[CH:29][CH:30]=3)[CH2:21]2)=[O:19])=[CH:13][CH:12]=1)(=[O:10])[C:4]1[CH:9]=[CH:8][CH:7]=[CH:6][CH:5]=1. Product: [OH:10][CH:3]([C:4]1[CH:5]=[CH:6][CH:7]=[CH:8][CH:9]=1)[C:11]1[CH:12]=[CH:13][C:14]([NH:17][C:18]([C@H:20]2[O:24][N:23]=[C:22]([C:25]3[CH:26]=[N:27][CH:28]=[CH:29][CH:30]=3)[CH2:21]2)=[O:19])=[CH:15][CH:16]=1. The catalyst class is: 5. (2) Reactant: [NH2:1][C:2]1[C:7]([N+:8]([O-:10])=[O:9])=[CH:6][C:5](Br)=[CH:4][N:3]=1.[CH3:12][C:13]([O:16][C:17]([N:19]1[CH2:25][C:24]2[CH:26]=[C:27](B(O)O)[CH:28]=[CH:29][C:23]=2[O:22][CH2:21][CH2:20]1)=[O:18])([CH3:15])[CH3:14].ClCCl.C(N(C(C)C)CC)(C)C. Product: [NH2:1][C:2]1[N:3]=[CH:4][C:5]([C:27]2[CH:28]=[CH:29][C:23]3[O:22][CH2:21][CH2:20][N:19]([C:17]([O:16][C:13]([CH3:14])([CH3:12])[CH3:15])=[O:18])[CH2:25][C:24]=3[CH:26]=2)=[CH:6][C:7]=1[N+:8]([O-:10])=[O:9]. The catalyst class is: 12.